This data is from Full USPTO retrosynthesis dataset with 1.9M reactions from patents (1976-2016). The task is: Predict the reactants needed to synthesize the given product. (1) The reactants are: [NH2:1][C:2]1[C:10]([O:11][CH3:12])=[CH:9][CH:8]=[CH:7][C:3]=1[C:4]([OH:6])=[O:5].[C:13](OC(=O)C)(=O)[CH3:14].C(O)(C(F)(F)F)=O. Given the product [CH3:12][O:11][C:10]1[C:2]2[N:1]=[C:13]([CH3:14])[O:5][C:4](=[O:6])[C:3]=2[CH:7]=[CH:8][CH:9]=1, predict the reactants needed to synthesize it. (2) Given the product [CH:11]([OH:12])=[O:29].[NH2:23][C:20]1[N:21]=[CH:22][C:17]([C:3]2[CH:4]=[CH:5][C:6]([C:25]3[CH:39]=[CH:38][CH:37]=[CH:36][C:26]=3[CH2:27][S:28]([N:31]3[CH2:32][CH:33]([OH:35])[CH2:34]3)(=[O:29])=[O:30])=[CH:7][C:2]=2[F:1])=[N:18][CH:19]=1, predict the reactants needed to synthesize it. The reactants are: [F:1][C:2]1[CH:7]=[C:6](B2[O:12][C:11](C)(C)C(C)(C)O2)[CH:5]=[CH:4][C:3]=1[C:17]1[N:18]=[CH:19][C:20]([NH2:23])=[N:21][CH:22]=1.Br[C:25]1[CH:39]=[CH:38][CH:37]=[CH:36][C:26]=1[CH2:27][S:28]([N:31]1[CH2:34][CH:33]([OH:35])[CH2:32]1)(=[O:30])=[O:29]. (3) Given the product [CH3:13][NH:14][C:15]([C:17]1[CH:22]=[C:21]([O:23][C:24]2[CH:29]=[CH:28][C:27]3[NH:30][C:11]([C:5]4[C:4]5[C:8](=[CH:9][CH:10]=[C:2]([F:1])[CH:3]=5)[NH:7][N:6]=4)=[N:31][C:26]=3[CH:25]=2)[CH:20]=[CH:19][N:18]=1)=[O:16], predict the reactants needed to synthesize it. The reactants are: [F:1][C:2]1[CH:3]=[C:4]2[C:8](=[CH:9][CH:10]=1)[NH:7][N:6]=[C:5]2[CH:11]=O.[CH3:13][NH:14][C:15]([C:17]1[CH:22]=[C:21]([O:23][C:24]2[CH:29]=[CH:28][C:27]([NH2:30])=[C:26]([NH2:31])[CH:25]=2)[CH:20]=[CH:19][N:18]=1)=[O:16]. (4) Given the product [CH2:1]([O:3][P:4]([CH2:9][C:10]1[CH:15]=[CH:14][C:13]([NH:16][C:17]2[N:22]=[C:21]([NH:30][C:31]3[CH:32]=[CH:33][C:34]([CH:42]4[CH2:43][CH2:44][CH:45]([N:48]([CH2:50][CH3:51])[CH3:49])[CH2:46][CH2:47]4)=[C:35]4[C:39]=3[C:38](=[O:40])[N:37]([CH3:41])[CH2:36]4)[C:20]([C:24]([F:27])([F:26])[F:25])=[CH:19][N:18]=2)=[C:12]([O:28][CH3:29])[CH:11]=1)(=[O:8])[O:5][CH2:6][CH3:7])[CH3:2], predict the reactants needed to synthesize it. The reactants are: [CH2:1]([O:3][P:4]([CH2:9][C:10]1[CH:15]=[CH:14][C:13]([NH:16][C:17]2[N:22]=[C:21](Cl)[C:20]([C:24]([F:27])([F:26])[F:25])=[CH:19][N:18]=2)=[C:12]([O:28][CH3:29])[CH:11]=1)(=[O:8])[O:5][CH2:6][CH3:7])[CH3:2].[NH2:30][C:31]1[CH:32]=[CH:33][C:34]([CH:42]2[CH2:47][CH2:46][CH:45]([N:48]([CH2:50][CH3:51])[CH3:49])[CH2:44][CH2:43]2)=[C:35]2[C:39]=1[C:38](=[O:40])[N:37]([CH3:41])[CH2:36]2. (5) Given the product [NH2:20][C:4]1[N:3]=[C:2]([C:25]2[CH:26]=[C:27]([C:29]([F:32])([F:30])[F:31])[CH:28]=[C:23]([C:22]([F:21])([F:37])[F:36])[CH:24]=2)[N:19]=[C:18]2[C:5]=1[N:6]=[CH:7][N:8]2[C@H:9]1[C@H:10]([OH:11])[C@H:12]([OH:13])[C@@H:14]([CH2:15][OH:16])[O:17]1, predict the reactants needed to synthesize it. The reactants are: I[C:2]1[N:3]=[C:4]([NH2:20])[C:5]2[N:6]=[CH:7][N:8]([C:18]=2[N:19]=1)[C@@H:9]1[O:17][C@H:14]([CH2:15][OH:16])[C@@H:12]([OH:13])[C@H:10]1[OH:11].[F:21][C:22]([F:37])([F:36])[C:23]1[CH:24]=[C:25](B(O)O)[CH:26]=[C:27]([C:29]([F:32])([F:31])[F:30])[CH:28]=1.C(=O)([O-])[O-].[Cs+].[Cs+]. (6) Given the product [F:1][C:2]1[CH:3]=[C:4]([NH:9][C:10](=[O:11])[C:12]2[CH:13]=[C:14]([S:19](=[O:21])(=[O:20])[NH:38][C@@H:36]([C:33]3[CH:34]=[CH:35][N:30]=[CH:31][CH:32]=3)[CH3:37])[CH:15]=[CH:16][C:17]=2[F:18])[CH:5]=[CH:6][C:7]=1[F:8], predict the reactants needed to synthesize it. The reactants are: [F:1][C:2]1[CH:3]=[C:4]([NH:9][C:10]([C:12]2[CH:13]=[C:14]([S:19](Cl)(=[O:21])=[O:20])[CH:15]=[CH:16][C:17]=2[F:18])=[O:11])[CH:5]=[CH:6][C:7]=1[F:8].CCN(CC)CC.[N:30]1[CH:35]=[CH:34][C:33]([C@H:36]([NH2:38])[CH3:37])=[CH:32][CH:31]=1.